Predict the reaction yield, written as a fraction of the theoretical maximum amount of product (1.0 means a 100% yield; for example, 0.34 means a 34% yield). From a dataset of Reaction yield outcomes from USPTO patents with 853,638 reactions. (1) The reactants are [CH3:1][O:2][CH:3]([O:6][CH3:7])[CH2:4][NH2:5].[O-]S([O-])(=O)=O.[Mg+2].[CH:14]1[C:19]([CH:20]=O)=[CH:18][C:17]2[O:22][CH2:23][O:24][C:16]=2[CH:15]=1. The catalyst is C(Cl)(Cl)Cl.O. The product is [CH2:23]1[O:24][C:16]2[CH:15]=[CH:14][C:19]([CH:20]=[N:5][CH2:4][CH:3]([O:6][CH3:7])[O:2][CH3:1])=[CH:18][C:17]=2[O:22]1. The yield is 1.00. (2) The reactants are [CH3:1][C:2]1[CH2:7][CH2:6][CH2:5][C:4]([CH3:9])([CH3:8])[C:3]=1[CH:10]=O.[CH:12]([O:15][C:16]1[CH:17]=[C:18]([CH:20]=[CH:21][CH:22]=1)[NH2:19])([CH3:14])[CH3:13].C(O)(=O)C.C([BH3-])#N.[Na+]. The catalyst is CO. The product is [CH:12]([O:15][C:16]1[CH:17]=[C:18]([CH:20]=[CH:21][CH:22]=1)[NH:19][CH2:10][C:3]1[C:4]([CH3:8])([CH3:9])[CH2:5][CH2:6][CH2:7][C:2]=1[CH3:1])([CH3:14])[CH3:13]. The yield is 0.720. (3) The reactants are [N+:1]([C:4]1[N:5]=[CH:6][NH:7][CH:8]=1)([O-:3])=[O:2].I[CH:10]1[CH2:13][O:12][CH2:11]1.C([O-])([O-])=O.[Cs+].[Cs+]. The catalyst is O1CCOCC1. The product is [N+:1]([C:4]1[N:5]=[CH:6][N:7]([CH:10]2[CH2:13][O:12][CH2:11]2)[CH:8]=1)([O-:3])=[O:2]. The yield is 0.330. (4) The product is [CH:3]1[C:15]2[CH2:14][C:13]3[C:8](=[CH:9][CH:10]=[C:11]([C:16]4[S:20][C:19]([NH:21][C:22](=[O:23])[CH2:24][CH2:25][CH2:26][OH:27])=[N:18][CH:17]=4)[CH:12]=3)[C:7]=2[CH:6]=[CH:5][CH:4]=1. The yield is 0.300. The reactants are [Li+].[Cl-].[CH:3]1[C:15]2[CH2:14][C:13]3[C:8](=[CH:9][CH:10]=[C:11]([C:16]4[S:20][C:19]([NH:21][C:22]([CH2:24][CH2:25][C:26]([O-])=[O:27])=[O:23])=[N:18][CH:17]=4)[CH:12]=3)[C:7]=2[CH:6]=[CH:5][CH:4]=1.[BH4-].[Na+]. The catalyst is C1COCC1.CCO. (5) The reactants are C([O:3][C:4](=[O:32])[CH2:5][NH:6][CH2:7][CH2:8][C:9]1[N:10]=[C:11]([NH:14][C:15]([NH:17][C:18]2[CH:23]=[CH:22][C:21]([CH3:24])=[CH:20][C:19]=2[C:25]([CH:27]2[CH2:31][CH2:30][CH2:29][CH2:28]2)=[O:26])=[O:16])[S:12][CH:13]=1)C. The catalyst is [Li+].[OH-]. The product is [CH:27]1([C:25]([C:19]2[CH:20]=[C:21]([CH3:24])[CH:22]=[CH:23][C:18]=2[NH:17][C:15](=[O:16])[NH:14][C:11]2[S:12][CH:13]=[C:9]([CH2:8][CH2:7][NH:6][CH2:5][C:4]([OH:32])=[O:3])[N:10]=2)=[O:26])[CH2:31][CH2:30][CH2:29][CH2:28]1. The yield is 0.950. (6) The reactants are Cl[C:2]1[C:7]2[C:8](I)=[N:9][N:10](CC3C=CC(OC)=CC=3)[C:6]=2[CH:5]=[CH:4][N:3]=1.Cl[C:22]1[C:27]2C(I)=NN[C:26]=2[CH:25]=[CH:24][N:23]=1.[OH-].[K+].ClC[C:36]1[CH:41]=CC(OC)=CC=1.C[N:45](C=O)C. No catalyst specified. The product is [CH2:41]([NH:45][C:2]1[C:7]2[C:8]([C:24]3[CH:25]=[CH:26][CH:27]=[CH:22][N:23]=3)=[N:9][NH:10][C:6]=2[CH:5]=[CH:4][N:3]=1)[CH3:36]. The yield is 0.820. (7) The reactants are [Cl:1][C:2]1[N:7]=[C:6]([NH:8][CH:9]2[CH2:14][CH2:13][N:12]([C:15]([O:17][C:18]([CH3:21])([CH3:20])[CH3:19])=[O:16])[CH2:11][CH2:10]2)[C:5]([N+:22]([O-])=O)=[CH:4][N:3]=1.O.O.[Sn](Cl)Cl.N. The catalyst is CCOC(C)=O. The product is [NH2:22][C:5]1[C:6]([NH:8][CH:9]2[CH2:10][CH2:11][N:12]([C:15]([O:17][C:18]([CH3:21])([CH3:20])[CH3:19])=[O:16])[CH2:13][CH2:14]2)=[N:7][C:2]([Cl:1])=[N:3][CH:4]=1. The yield is 0.250. (8) The reactants are [CH:1]1([C:4]([C:6]2[S:10][C:9]([NH2:11])=[N:8][C:7]=2[C:12]2[O:13][CH:14]=[CH:15][CH:16]=2)=[O:5])[CH2:3][CH2:2]1.C(N(CC)CC)C.Br[CH2:25][C:26](Br)=[O:27].[NH:29]1[CH2:34][CH2:33][O:32][CH2:31][CH2:30]1. The catalyst is C1COCC1.O. The product is [CH:1]1([C:4]([C:6]2[S:10][C:9]([NH:11][C:26](=[O:27])[CH2:25][N:29]3[CH2:34][CH2:33][O:32][CH2:31][CH2:30]3)=[N:8][C:7]=2[C:12]2[O:13][CH:14]=[CH:15][CH:16]=2)=[O:5])[CH2:2][CH2:3]1. The yield is 0.770. (9) The reactants are [C:1]([C:5]1[CH:10]=[CH:9][C:8]([OH:11])=[C:7]([Cl:12])[CH:6]=1)([CH3:4])([CH3:3])[CH3:2].CCN(CC)CC.Cl[C:21]([O:23][CH3:24])=[O:22]. The catalyst is ClCCl.CN(C1C=CN=CC=1)C. The product is [C:21](=[O:22])([O:23][CH3:24])[O:11][C:8]1[CH:9]=[CH:10][C:5]([C:1]([CH3:4])([CH3:2])[CH3:3])=[CH:6][C:7]=1[Cl:12]. The yield is 0.920. (10) The reactants are [NH2:1][C:2]1[CH:3]=[C:4]([CH:10]=[C:11]([Cl:13])[N:12]=1)[C:5]([O:7][CH2:8][CH3:9])=[O:6].Br[CH:15]([CH2:22][CH:23]1[CH2:28][CH2:27][C:26]([F:30])([F:29])[CH2:25][CH2:24]1)[C:16](=O)[C:17]([F:20])([F:19])[F:18].C(=O)([O-])O.[Na+]. The catalyst is C(O)CCC. The product is [Cl:13][C:11]1[N:12]2[C:15]([CH2:22][CH:23]3[CH2:24][CH2:25][C:26]([F:29])([F:30])[CH2:27][CH2:28]3)=[C:16]([C:17]([F:18])([F:20])[F:19])[N:1]=[C:2]2[CH:3]=[C:4]([C:5]([O:7][CH2:8][CH3:9])=[O:6])[CH:10]=1. The yield is 0.0570.